From a dataset of TCR-epitope binding with 47,182 pairs between 192 epitopes and 23,139 TCRs. Binary Classification. Given a T-cell receptor sequence (or CDR3 region) and an epitope sequence, predict whether binding occurs between them. (1) The epitope is FLASKIGRLV. The TCR CDR3 sequence is CASSPSGTGELFF. Result: 0 (the TCR does not bind to the epitope). (2) The epitope is ILHCANFNV. The TCR CDR3 sequence is CASSFGQTNEQFF. Result: 1 (the TCR binds to the epitope). (3) The epitope is NLVPMVATV. The TCR CDR3 sequence is CASSQQTGTIGGYTF. Result: 1 (the TCR binds to the epitope). (4) The epitope is KLSYGIATV. The TCR CDR3 sequence is CASSELDTQYF. Result: 1 (the TCR binds to the epitope). (5) The epitope is KAFSPEVIPMF. The TCR CDR3 sequence is CASSLRRDSGPPSNQPQHF. Result: 1 (the TCR binds to the epitope). (6) The epitope is KRWIILGLNK. The TCR CDR3 sequence is CASSQGQYGNTIYF. Result: 1 (the TCR binds to the epitope). (7) The epitope is SEVGPEHSLAEY. The TCR CDR3 sequence is CASSFNPGLAGPYEQYF. Result: 0 (the TCR does not bind to the epitope).